From a dataset of Full USPTO retrosynthesis dataset with 1.9M reactions from patents (1976-2016). Predict the reactants needed to synthesize the given product. (1) The reactants are: [O:1]=[C:2]1[NH:6][CH:5]=[C:4]([CH2:7][CH2:8][CH2:9][C:10]([OH:12])=O)[S:3]1.[NH2:13][CH:14]1[CH2:19][CH2:18][N:17]([C:20]([O:22][CH2:23][C:24]2[CH:29]=[C:28]([Cl:30])[CH:27]=[C:26]([Cl:31])[CH:25]=2)=[O:21])[CH2:16][CH2:15]1. Given the product [O:1]=[C:2]1[NH:6][CH:5]=[C:4]([CH2:7][CH2:8][CH2:9][C:10]([NH:13][CH:14]2[CH2:15][CH2:16][N:17]([C:20]([O:22][CH2:23][C:24]3[CH:29]=[C:28]([Cl:30])[CH:27]=[C:26]([Cl:31])[CH:25]=3)=[O:21])[CH2:18][CH2:19]2)=[O:12])[S:3]1, predict the reactants needed to synthesize it. (2) Given the product [CH:1]1[CH:2]=[CH:3][C:4]2[S:9][N:8]=[C:7]([N:10]3[CH2:11][CH2:12][N:13]([CH2:16][CH2:17][C:18]4[CH:19]=[C:20]5[CH2:28][C:26](=[O:27])[NH:25][C:21]5=[CH:22][C:23]=4[Cl:24])[CH2:14][CH2:15]3)[C:5]=2[CH:6]=1.[ClH:29], predict the reactants needed to synthesize it. The reactants are: [CH:1]1[CH:2]=[CH:3][C:4]2[S:9][N:8]=[C:7]([N:10]3[CH2:15][CH2:14][N:13]([CH2:16][CH2:17][C:18]4[CH:19]=[C:20]5[CH2:28][C:26](=[O:27])[NH:25][C:21]5=[CH:22][C:23]=4[Cl:24])[CH2:12][CH2:11]3)[C:5]=2[CH:6]=1.[ClH:29].CO. (3) Given the product [Cl:12][C:13]1[CH:14]=[C:15]([NH:16][C:4](=[NH:5])[CH2:3][C:2](=[O:1])[C:6]2[CH:7]=[CH:8][CH:9]=[CH:10][CH:11]=2)[CH:17]=[CH:18][C:19]=1[O:20][CH3:21], predict the reactants needed to synthesize it. The reactants are: [O:1]=[C:2]([C:6]1[CH:11]=[CH:10][CH:9]=[CH:8][CH:7]=1)[CH2:3][C:4]#[N:5].[Cl:12][C:13]1[CH:14]=[C:15]([CH:17]=[CH:18][C:19]=1[O:20][CH3:21])[NH2:16]. (4) Given the product [F:32][C:26]1[CH:27]=[CH:28][CH:29]=[C:30]([F:31])[C:25]=1[CH2:24][O:23][C:22]1[C:17]2[N:18]([C:14]([C:12]([NH:11][CH2:10][C@@H:9]([C:35]([O:37][CH3:38])=[O:36])[NH2:8])=[O:13])=[C:15]([CH3:34])[N:16]=2)[CH:19]=[C:20]([CH3:33])[CH:21]=1, predict the reactants needed to synthesize it. The reactants are: C(OC([NH:8][C@H:9]([C:35]([O:37][CH3:38])=[O:36])[CH2:10][NH:11][C:12]([C:14]1[N:18]2[CH:19]=[C:20]([CH3:33])[CH:21]=[C:22]([O:23][CH2:24][C:25]3[C:30]([F:31])=[CH:29][CH:28]=[CH:27][C:26]=3[F:32])[C:17]2=[N:16][C:15]=1[CH3:34])=[O:13])=O)(C)(C)C.Cl. (5) Given the product [C:29]([NH:33][C:26]([C:17]1[CH:16]=[C:15]([C:12]2[CH:11]=[CH:10][C:9]([NH:8][C:6]([O:5][C:1]([CH3:4])([CH3:3])[CH3:2])=[O:7])=[CH:14][N:13]=2)[N:19]([C:20]2[CH:21]=[N:22][CH:23]=[CH:24][CH:25]=2)[N:18]=1)=[O:28])([CH3:32])([CH3:31])[CH3:30], predict the reactants needed to synthesize it. The reactants are: [C:1]([O:5][C:6]([NH:8][C:9]1[CH:10]=[CH:11][C:12]([C:15]2[N:19]([C:20]3[CH:21]=[N:22][CH:23]=[CH:24][CH:25]=3)[N:18]=[C:17]([C:26]([OH:28])=O)[CH:16]=2)=[N:13][CH:14]=1)=[O:7])([CH3:4])([CH3:3])[CH3:2].[C:29]([NH2:33])([CH3:32])([CH3:31])[CH3:30].ON1C2C=CC=CC=2N=N1.Cl.C(N=C=NCCCN(C)C)C.